This data is from Reaction yield outcomes from USPTO patents with 853,638 reactions. The task is: Predict the reaction yield, written as a fraction of the theoretical maximum amount of product (1.0 means a 100% yield; for example, 0.34 means a 34% yield). (1) The reactants are [F-].C([N+](CCCC)(CCCC)CCCC)CCC.[CH3:19][C:20]1[CH:27]=[CH:26][C:23]([CH:24]=[O:25])=[CH:22][CH:21]=1.[Si]([C:32]([F:35])([F:34])[F:33])(C)(C)C.Cl. The catalyst is C1COCC1. The product is [CH3:19][C:20]1[CH:27]=[CH:26][C:23]([CH:24]([OH:25])[C:32]([F:35])([F:34])[F:33])=[CH:22][CH:21]=1. The yield is 0.860. (2) The reactants are C(OP([CH2:9][C:10]([O:12][CH2:13][CH3:14])=[O:11])(OCC)=O)C.[H-].[Na+].[CH2:17]([C:21]1[C:30]([C:31]#[N:32])=[C:29]([C:33]2[CH:38]=[CH:37][C:36]([CH3:39])=[CH:35][CH:34]=2)[C:28]2[C:23](=[CH:24][CH:25]=[C:26](/[CH:40]=[CH:41]/[CH:42]=O)[CH:27]=2)[N:22]=1)[CH:18]([CH3:20])[CH3:19]. The catalyst is O1CCCC1.C(OCC)(=O)C. The product is [C:31]([C:30]1[C:21]([CH2:17][CH:18]([CH3:20])[CH3:19])=[N:22][C:23]2[C:28]([C:29]=1[C:33]1[CH:38]=[CH:37][C:36]([CH3:39])=[CH:35][CH:34]=1)=[CH:27][C:26](/[CH:40]=[CH:41]/[CH:42]=[CH:9]/[C:10]([O:12][CH2:13][CH3:14])=[O:11])=[CH:25][CH:24]=2)#[N:32]. The yield is 0.750. (3) The reactants are C([O:3][C:4]([C:6]1[CH:7]=[N:8][C:9]2[C:14]([C:15]=1[OH:16])=[CH:13][CH:12]=[CH:11][CH:10]=2)=[O:5])C. The catalyst is [OH-].[Na+]. The product is [O:16]=[C:15]1[C:14]2[C:9](=[CH:10][CH:11]=[CH:12][CH:13]=2)[NH:8][CH:7]=[C:6]1[C:4]([OH:5])=[O:3]. The yield is 0.920. (4) The reactants are Br[CH2:2][C:3]1[CH:8]=[CH:7][C:6]([F:9])=[CH:5][C:4]=1[S:10]([N:13]([CH3:15])[CH3:14])(=[O:12])=[O:11].O.[C-:17]#[N:18].[Na+]. The catalyst is CN(C=O)C. The product is [C:17]([CH2:2][C:3]1[CH:8]=[CH:7][C:6]([F:9])=[CH:5][C:4]=1[S:10]([N:13]([CH3:15])[CH3:14])(=[O:12])=[O:11])#[N:18]. The yield is 0.850.